Dataset: Full USPTO retrosynthesis dataset with 1.9M reactions from patents (1976-2016). Task: Predict the reactants needed to synthesize the given product. Given the product [Br:30][C:25]1[CH:26]=[CH:27][CH:28]=[CH:29][C:24]=1[O:23][C:20]1[CH:21]=[CH:22][C:17](/[CH:16]=[C:14](\[NH:15][C:11](=[O:12])[C:6]2[CH:7]=[CH:8][CH:9]=[CH:10][C:5]=2[OH:4])/[C:13]([NH:38][CH2:37][C:36]([O:35][CH2:33][CH3:34])=[O:39])=[O:31])=[CH:18][CH:19]=1, predict the reactants needed to synthesize it. The reactants are: C([O:4][C:5]1[CH:10]=[CH:9][CH:8]=[CH:7][C:6]=1[C:11]1[O:12][C:13](=[O:31])/[C:14](=[CH:16]/[C:17]2[CH:22]=[CH:21][C:20]([O:23][C:24]3[CH:29]=[CH:28][CH:27]=[CH:26][C:25]=3[Br:30])=[CH:19][CH:18]=2)/[N:15]=1)(=O)C.Cl.[CH2:33]([O:35][C:36](=[O:39])[CH2:37][NH2:38])[CH3:34].